From a dataset of Forward reaction prediction with 1.9M reactions from USPTO patents (1976-2016). Predict the product of the given reaction. Given the reactants [F:1][C:2]1[CH:3]=[C:4]([C:8]2[CH:16]=[CH:15][C:11]([C:12]([OH:14])=O)=[CH:10][N:9]=2)[CH:5]=[CH:6][CH:7]=1.[NH2:17][C@H:18]1[CH2:23][CH2:22][C@H:21]([CH:24]([NH:26][C:27](=[O:29])[CH3:28])[CH3:25])[CH2:20][CH2:19]1.F[P-](F)(F)(F)(F)F.N1(OC(N(C)C)=[N+](C)C)C2C=CC=CC=2N=N1.C(N(CC)C(C)C)(C)C, predict the reaction product. The product is: [C:27]([NH:26][CH:24]([C@H:21]1[CH2:20][CH2:19][C@H:18]([NH:17][C:12](=[O:14])[C:11]2[CH:15]=[CH:16][C:8]([C:4]3[CH:5]=[CH:6][CH:7]=[C:2]([F:1])[CH:3]=3)=[N:9][CH:10]=2)[CH2:23][CH2:22]1)[CH3:25])(=[O:29])[CH3:28].